Task: Predict the reactants needed to synthesize the given product.. Dataset: Full USPTO retrosynthesis dataset with 1.9M reactions from patents (1976-2016) (1) Given the product [F:1][C:2]([F:7])([F:6])[C:3]([NH:30][C:28]1[CH:27]=[CH:26][C:24]2[N:25]=[C:21]([C:18]3[CH:19]=[N:20][C:15]([N:12]4[CH2:11][CH2:10][N:9]([CH3:8])[CH2:14][CH2:13]4)=[CH:16][CH:17]=3)[S:22][C:23]=2[CH:29]=1)=[O:4], predict the reactants needed to synthesize it. The reactants are: [F:1][C:2]([F:7])([F:6])[C:3](O)=[O:4].[CH3:8][N:9]1[CH2:14][CH2:13][N:12]([C:15]2[N:20]=[CH:19][C:18]([C:21]3[S:22][C:23]4[CH:29]=[C:28]([NH2:30])[CH:27]=[CH:26][C:24]=4[N:25]=3)=[CH:17][CH:16]=2)[CH2:11][CH2:10]1.C(N(C(C)C)CC)(C)C.C(Cl)Cl. (2) Given the product [C:1]([O:5][C:6]([N:8]1[CH2:12][C@H:11]([N:13]([CH3:14])[CH3:15])[CH2:10][C@H:9]1[CH2:16][O:17][C:19]1[CH:28]=[CH:27][C:22]([C:23]([O:25][CH3:26])=[O:24])=[CH:21][CH:20]=1)=[O:7])([CH3:4])([CH3:3])[CH3:2], predict the reactants needed to synthesize it. The reactants are: [C:1]([O:5][C:6]([N:8]1[CH2:12][C@H:11]([N:13]([CH3:15])[CH3:14])[CH2:10][C@H:9]1[CH2:16][OH:17])=[O:7])([CH3:4])([CH3:3])[CH3:2].O[C:19]1[CH:28]=[CH:27][C:22]([C:23]([O:25][CH3:26])=[O:24])=[CH:21][CH:20]=1.C1C=CC(P(C2C=CC=CC=2)C2C=CC=CC=2)=CC=1.CC(OC(/N=N/C(OC(C)C)=O)=O)C.